This data is from Peptide-MHC class II binding affinity with 134,281 pairs from IEDB. The task is: Regression. Given a peptide amino acid sequence and an MHC pseudo amino acid sequence, predict their binding affinity value. This is MHC class II binding data. (1) The peptide sequence is QAVELTARLNSLGEA. The MHC is DRB1_0701 with pseudo-sequence DRB1_0701. The binding affinity (normalized) is 0.172. (2) The peptide sequence is KTVTAMDVVYALKRQ. The MHC is H-2-IAs with pseudo-sequence H-2-IAs. The binding affinity (normalized) is 0.326. (3) The peptide sequence is FGMVQFQKFFNPVTP. The MHC is DRB3_0202 with pseudo-sequence DRB3_0202. The binding affinity (normalized) is 0.267. (4) The peptide sequence is SIINHKFCNLSDAHK. The MHC is DRB1_0101 with pseudo-sequence DRB1_0101. The binding affinity (normalized) is 0.506. (5) The peptide sequence is KNTIVIPKGDFLTGP. The MHC is HLA-DPA10103-DPB10201 with pseudo-sequence HLA-DPA10103-DPB10201. The binding affinity (normalized) is 0.316. (6) The peptide sequence is SGVLLNHFGLVEARY. The MHC is DRB3_0101 with pseudo-sequence DRB3_0101. The binding affinity (normalized) is 0.270. (7) The peptide sequence is AYTSSDDQISLFDQS. The MHC is DRB4_0101 with pseudo-sequence DRB4_0103. The binding affinity (normalized) is 0.362.